Predict the reactants needed to synthesize the given product. From a dataset of Full USPTO retrosynthesis dataset with 1.9M reactions from patents (1976-2016). (1) Given the product [C:1]1([S:7]([N:10]2[C:14]3=[N:15][CH:16]=[C:17]([N+:20]([O-:22])=[O:21])[C:18]([NH:36][C@@H:32]4[CH2:33][CH2:34][CH2:35][N:30]([CH2:23][C:24]5[CH:29]=[CH:28][CH:27]=[CH:26][CH:25]=5)[CH2:31]4)=[C:13]3[CH:12]=[CH:11]2)(=[O:9])=[O:8])[CH:6]=[CH:5][CH:4]=[CH:3][CH:2]=1, predict the reactants needed to synthesize it. The reactants are: [C:1]1([S:7]([N:10]2[C:14]3=[N:15][CH:16]=[C:17]([N+:20]([O-:22])=[O:21])[C:18](Cl)=[C:13]3[CH:12]=[CH:11]2)(=[O:9])=[O:8])[CH:6]=[CH:5][CH:4]=[CH:3][CH:2]=1.[CH2:23]([N:30]1[CH2:35][CH2:34][CH2:33][C@@H:32]([NH2:36])[CH2:31]1)[C:24]1[CH:29]=[CH:28][CH:27]=[CH:26][CH:25]=1.C(N(C(C)C)CC)(C)C. (2) Given the product [OH:30][CH2:31][CH2:32][N+:33]([CH3:36])([CH3:35])[CH3:34].[CH:1]1([N:7]([CH3:28])[C:8]2[C:9]([F:27])=[CH:10][C:11]3[C:12]([CH:26]=2)=[N:13][C:14]2[N:15]([CH3:25])[CH:16]=[C:17]([C:22]([O-:24])=[O:23])[C:18](=[O:21])[C:19]=2[CH:20]=3)[CH2:2][CH2:3][CH2:4][CH2:5][CH2:6]1, predict the reactants needed to synthesize it. The reactants are: [CH:1]1([N:7]([CH3:28])[C:8]2[C:9]([F:27])=[CH:10][C:11]3[C:12]([CH:26]=2)=[N:13][C:14]2[N:15]([CH3:25])[CH:16]=[C:17]([C:22]([OH:24])=[O:23])[C:18](=[O:21])[C:19]=2[CH:20]=3)[CH2:6][CH2:5][CH2:4][CH2:3][CH2:2]1.[OH-].[OH:30][CH2:31][CH2:32][N+:33]([CH3:36])([CH3:35])[CH3:34]. (3) Given the product [Cl:29][C:15]1[C:16]2[CH2:17][CH2:18][N:9]([C:6]3[CH:5]=[CH:4][C:3]([C:1]#[N:2])=[CH:8][N:7]=3)[CH2:10][C:11]=2[N:12]=[C:13]([NH:20][C:21](=[O:26])[C:22]([CH3:25])([CH3:24])[CH3:23])[N:14]=1, predict the reactants needed to synthesize it. The reactants are: [C:1]([C:3]1[CH:4]=[CH:5][C:6]([N:9]2[CH2:18][CH2:17][C:16]3[C:15](O)=[N:14][C:13]([NH:20][C:21](=[O:26])[C:22]([CH3:25])([CH3:24])[CH3:23])=[N:12][C:11]=3[CH2:10]2)=[N:7][CH:8]=1)#[N:2].O=P(Cl)(Cl)[Cl:29]. (4) The reactants are: [CH:1]1[CH:6]=[CH:5][C:4]([NH:7][N:8]=[C:9]2[C:14](=[O:15])[C:13]3[C:16]([NH2:31])=[C:17]([N:20]=[N:21][C:22]4[CH:27]=[CH:26][C:25]([N+:28]([O-:30])=[O:29])=[CH:24][CH:23]=4)[CH:18]=[CH:19][C:12]=3[CH:11]=[CH:10]2)=[CH:3][CH:2]=1.[OH2:32]. Given the product [N+:28]([O-:30])([OH:32])=[O:29].[CH:1]1[CH:6]=[CH:5][C:4]([NH:7][N:8]=[C:9]2[C:14](=[O:15])[C:13]3[C:16]([NH2:31])=[C:17]([N:20]=[N:21][C:22]4[CH:27]=[CH:26][C:25]([N+:28]([O-:30])=[O:29])=[CH:24][CH:23]=4)[CH:18]=[CH:19][C:12]=3[CH:11]=[CH:10]2)=[CH:3][CH:2]=1, predict the reactants needed to synthesize it. (5) Given the product [CH2:1]([N:3]1[C:7]2[CH2:8][CH2:9][NH:10][CH:26]([CH2:25][CH2:24][C:21]3[CH:22]=[CH:23][C:18]([C:17]([F:16])([F:28])[F:29])=[CH:19][CH:20]=3)[C:6]=2[C:5]([CH3:11])=[N:4]1)[CH3:2], predict the reactants needed to synthesize it. The reactants are: [CH2:1]([N:3]1[C:7]([CH2:8][CH2:9][NH2:10])=[CH:6][C:5]([CH3:11])=[N:4]1)[CH3:2].C(O)(=O)C.[F:16][C:17]([F:29])([F:28])[C:18]1[CH:23]=[CH:22][C:21]([CH2:24][CH2:25][CH:26]=O)=[CH:20][CH:19]=1.